This data is from Forward reaction prediction with 1.9M reactions from USPTO patents (1976-2016). The task is: Predict the product of the given reaction. (1) Given the reactants C[O:2][C:3](=[O:29])[C@@H:4]([NH:9][C:10]([C:12]1[CH:17]=[N:16][C:15]([N:18]2[CH2:21][C:20]([F:23])([F:22])[CH2:19]2)=[C:14]([O:24][CH2:25][CH:26]2[CH2:28][CH2:27]2)[N:13]=1)=[O:11])[CH2:5][CH:6]([CH3:8])[CH3:7].O.[OH-].[Li+].Cl, predict the reaction product. The product is: [CH:26]1([CH2:25][O:24][C:14]2[N:13]=[C:12]([C:10]([NH:9][C@@H:4]([CH2:5][CH:6]([CH3:8])[CH3:7])[C:3]([OH:29])=[O:2])=[O:11])[CH:17]=[N:16][C:15]=2[N:18]2[CH2:19][C:20]([F:23])([F:22])[CH2:21]2)[CH2:28][CH2:27]1. (2) Given the reactants [CH:1]([N:4]1[CH2:9][CH2:8][N:7]([C:10]([C:12]2[CH:13]=[C:14]3[C:18](=[CH:19][CH:20]=2)[NH:17][C:16]([C:21]([N:23]2[CH2:28][CH2:27][O:26][CH2:25][CH2:24]2)=[O:22])=[CH:15]3)=[O:11])[CH2:6][CH2:5]1)([CH3:3])[CH3:2].I[C:30]1[CH:37]=[CH:36][C:33]([C:34]#[N:35])=[CH:32][CH:31]=1, predict the reaction product. The product is: [CH:1]([N:4]1[CH2:9][CH2:8][N:7]([C:10]([C:12]2[CH:13]=[C:14]3[C:18](=[CH:19][CH:20]=2)[N:17]([C:30]2[CH:37]=[CH:36][C:33]([C:34]#[N:35])=[CH:32][CH:31]=2)[C:16]([C:21]([N:23]2[CH2:24][CH2:25][O:26][CH2:27][CH2:28]2)=[O:22])=[CH:15]3)=[O:11])[CH2:6][CH2:5]1)([CH3:3])[CH3:2]. (3) Given the reactants [CH3:1][C:2]1[N:3]=[C:4]([C:7]2[N:12]=[C:11]([C:13]3[S:14][CH:15]=[C:16]([C:18]([F:21])([F:20])[F:19])[N:17]=3)[N:10]=[C:9]([OH:22])[CH:8]=2)[S:5][CH:6]=1.[CH3:23][O:24][C:25]([C@@:27]12[CH2:45][C@H:44]1[CH:43]=[CH:42][CH2:41][CH2:40][CH2:39][CH2:38][N:37]([CH3:46])[C:36](=[O:47])[N:35]1[C@@H:30]([CH2:31][C@H:32](O)[CH2:33][CH2:34]1)[C:29](=[O:49])[NH:28]2)=[O:26].COC([C@@]12C[C@H]1C=CCCCCN(C)C(=O)N1[C@@H](C[C@H](OC3C4C(=C(C)C(OC)=CC=4)N=C(C4SC=C(C#C)N=4)C=3)CC1)C(=O)N2)=O, predict the reaction product. The product is: [CH3:23][O:24][C:25]([C@@:27]12[CH2:45][C@H:44]1[CH:43]=[CH:42][CH2:41][CH2:40][CH2:39][CH2:38][N:37]([CH3:46])[C:36](=[O:47])[N:35]1[C@@H:30]([CH2:31][C@@H:32]([O:22][C:9]3[CH:8]=[C:7]([C:4]4[S:5][CH:6]=[C:2]([CH3:1])[N:3]=4)[N:12]=[C:11]([C:13]4[S:14][CH:15]=[C:16]([C:18]([F:21])([F:20])[F:19])[N:17]=4)[N:10]=3)[CH2:33][CH2:34]1)[C:29](=[O:49])[NH:28]2)=[O:26]. (4) The product is: [CH2:1]([O:2][C:3]([C:5]1[N:6]=[C:7]([CH2:10][N:11]([CH2:12][C:13]2[CH:18]=[CH:17][C:16]([O:19][CH2:20][C:21]3[CH:26]=[CH:25][CH:24]=[CH:23][CH:22]=3)=[CH:15][CH:14]=2)[C:38](=[O:39])[C:37]2[CH:41]=[CH:42][C:34]([F:33])=[CH:35][CH:36]=2)[S:8][CH:9]=1)=[O:4])[CH3:27]. Given the reactants [CH3:1][O:2][C:3]([C:5]1[N:6]=[C:7]([CH2:10][NH:11][CH2:12][C:13]2[CH:18]=[CH:17][C:16]([O:19][CH2:20][C:21]3[CH:26]=[CH:25][CH:24]=[CH:23][CH:22]=3)=[CH:15][CH:14]=2)[S:8][CH:9]=1)=[O:4].[C:27](=O)([O-])[O-].[K+].[K+].[F:33][C:34]1[CH:42]=[CH:41][C:37]([C:38](Cl)=[O:39])=[CH:36][CH:35]=1, predict the reaction product. (5) Given the reactants [C:1](Cl)(=[O:19])[CH2:2][CH2:3][CH2:4][CH2:5][CH2:6][CH2:7][CH2:8][CH2:9][CH2:10][CH2:11][CH2:12][CH2:13][CH2:14][CH2:15][CH2:16][CH2:17][CH3:18].[C:21]([O-:40])(=[O:39])[CH2:22][CH2:23][CH2:24][CH2:25][CH2:26][CH2:27][CH2:28][CH2:29][CH2:30][CH2:31][CH2:32][CH2:33][CH2:34][CH2:35][CH2:36][CH2:37][CH3:38].[Na+], predict the reaction product. The product is: [C:21]([O:40][C:1](=[O:19])[CH2:2][CH2:3][CH2:4][CH2:5][CH2:6][CH2:7][CH2:8][CH2:9][CH2:10][CH2:11][CH2:12][CH2:13][CH2:14][CH2:15][CH2:16][CH2:17][CH3:18])(=[O:39])[CH2:22][CH2:23][CH2:24][CH2:25][CH2:26][CH2:27][CH2:28][CH2:29][CH2:30][CH2:31][CH2:32][CH2:33][CH2:34][CH2:35][CH2:36][CH2:37][CH3:38]. (6) Given the reactants [CH2:1]([O:3][C:4]1[CH:9]=[C:8](I)[C:7]([F:11])=[CH:6][C:5]=1[CH3:12])[CH3:2].[Li]CCCC.[B:18](OC)([O:21]C)[O:19]C, predict the reaction product. The product is: [CH2:1]([O:3][C:4]1[C:5]([CH3:12])=[CH:6][C:7]([F:11])=[C:8]([B:18]([OH:21])[OH:19])[CH:9]=1)[CH3:2]. (7) The product is: [CH3:1][N:2]1[C:10]2[C:5](=[CH:6][C:7]([C:11]([F:12])([F:13])[F:14])=[CH:8][CH:9]=2)[C:4]([CH3:15])=[C:3]1[C:16]([NH:42][CH2:41][C:36]1[CH:35]=[C:34]([CH:39]=[C:38]([CH3:40])[CH:37]=1)[O:33][C:30]1[CH:31]=[CH:32][C:27]([O:26][C:23]([CH3:25])([CH3:24])[C:22]([OH:44])=[O:21])=[C:28]([CH3:43])[CH:29]=1)=[O:18]. Given the reactants [CH3:1][N:2]1[C:10]2[C:5](=[CH:6][C:7]([C:11]([F:14])([F:13])[F:12])=[CH:8][CH:9]=2)[C:4]([CH3:15])=[C:3]1[C:16]([OH:18])=O.C([O:21][C:22](=[O:44])[C:23]([O:26][C:27]1[CH:32]=[CH:31][C:30]([O:33][C:34]2[CH:39]=[C:38]([CH3:40])[CH:37]=[C:36]([CH2:41][NH2:42])[CH:35]=2)=[CH:29][C:28]=1[CH3:43])([CH3:25])[CH3:24])C, predict the reaction product. (8) Given the reactants [F:1][C:2]1[CH:38]=[CH:37][CH:36]=[C:35]([F:39])[C:3]=1[CH2:4][O:5][C:6]1[C:7]2[N:8]([C:12]([C:16]([NH:18][C:19]3([C:27]4[N:28]=[N:29][N:30]([CH:32]([F:34])[F:33])[N:31]=4)[CH2:24][O:23]C(C)(C)[O:21][CH2:20]3)=[O:17])=[C:13]([CH3:15])[N:14]=2)[CH:9]=[CH:10][CH:11]=1.FC1C=CC=C(F)C=1COC1C2N(C(C(NC3(C4N(C(F)F)N=NN=4)COC(C)(C)OC3)=O)=C(C)N=2)C=CC=1.Cl.C(OC(C)C)(C)C, predict the reaction product. The product is: [F:1][C:2]1[CH:38]=[CH:37][CH:36]=[C:35]([F:39])[C:3]=1[CH2:4][O:5][C:6]1[C:7]2[N:8]([C:12]([C:16]([NH:18][C:19]([C:27]3[N:28]=[N:29][N:30]([CH:32]([F:34])[F:33])[N:31]=3)([CH2:20][OH:21])[CH2:24][OH:23])=[O:17])=[C:13]([CH3:15])[N:14]=2)[CH:9]=[CH:10][CH:11]=1.